From a dataset of Reaction yield outcomes from USPTO patents with 853,638 reactions. Predict the reaction yield, written as a fraction of the theoretical maximum amount of product (1.0 means a 100% yield; for example, 0.34 means a 34% yield). The reactants are [NH:1]1[C:9]2[C:4](=[N:5][CH:6]=[C:7]([C:10]([O:12][CH3:13])=[O:11])[CH:8]=2)[CH:3]=[CH:2]1.[Cl:14]N1C(=O)CCC1=O. The catalyst is CN(C)C=O.O. The product is [Cl:14][C:3]1[C:4]2=[N:5][CH:6]=[C:7]([C:10]([O:12][CH3:13])=[O:11])[CH:8]=[C:9]2[NH:1][CH:2]=1. The yield is 0.930.